This data is from Full USPTO retrosynthesis dataset with 1.9M reactions from patents (1976-2016). The task is: Predict the reactants needed to synthesize the given product. Given the product [Br:1][C:2]1[CH:3]=[CH:4][C:5]2[O:10][CH2:9][CH:8]([C:11]3[CH:12]=[CH:13][CH:14]=[CH:15][CH:16]=3)[NH:7][C:6]=2[C:17]=1[O:18][C:19]1[CH:20]=[CH:21][CH:22]=[CH:23][CH:24]=1, predict the reactants needed to synthesize it. The reactants are: [Br:1][C:2]1[CH:3]=[CH:4][C:5]2[O:10][CH2:9][C:8]([C:11]3[CH:16]=[CH:15][CH:14]=[CH:13][CH:12]=3)=[N:7][C:6]=2[C:17]=1[O:18][C:19]1[CH:24]=[CH:23][CH:22]=[CH:21][CH:20]=1.[BH4-].[Na+].